The task is: Predict the product of the given reaction.. This data is from Forward reaction prediction with 1.9M reactions from USPTO patents (1976-2016). (1) Given the reactants [CH2:1]([O:3][C:4]1[C@@H:5]([CH:13]([CH3:15])[CH3:14])[N:6]=[C:7]([O:10][CH2:11][CH3:12])[CH2:8][N:9]=1)[CH3:2].[Li]CCCC.Br[CH2:22][CH2:23][CH2:24][CH2:25][CH2:26][CH:27]=[CH2:28].O, predict the reaction product. The product is: [CH2:11]([O:10][C:7]1[C@H:8]([CH2:28][CH2:27][CH2:26][CH2:25][CH2:24][CH:23]=[CH2:22])[N:9]=[C:4]([O:3][CH2:1][CH3:2])[C@@H:5]([CH:13]([CH3:15])[CH3:14])[N:6]=1)[CH3:12]. (2) Given the reactants Cl[C:2]1[N:7]=[CH:6][C:5]([B:8]([OH:10])[OH:9])=[CH:4][N:3]=1.[NH:11]1[CH2:19][CH2:18][CH:14]([C:15]([OH:17])=[O:16])[CH2:13][CH2:12]1.C(N(CC)CC)C, predict the reaction product. The product is: [B:8]([C:5]1[CH:4]=[N:3][C:2]([N:11]2[CH2:19][CH2:18][CH:14]([C:15]([OH:17])=[O:16])[CH2:13][CH2:12]2)=[N:7][CH:6]=1)([OH:10])[OH:9]. (3) Given the reactants [Cl:1][C:2]1[CH:3]=[CH:4][C:5]([C:20]([F:23])([F:22])[F:21])=[C:6]([CH:19]=1)[CH2:7][N:8]1[CH2:13][CH2:12][NH:11][C:10]2[N:14]=[CH:15][C:16](I)=[CH:17][C:9]1=2.[C:24]([NH:27][C:28]1[CH:33]=[CH:32][C:31](B(O)O)=[CH:30][CH:29]=1)(=[O:26])[CH3:25], predict the reaction product. The product is: [Cl:1][C:2]1[CH:3]=[CH:4][C:5]([C:20]([F:23])([F:22])[F:21])=[C:6]([CH:19]=1)[CH2:7][N:8]1[CH2:13][CH2:12][NH:11][C:10]2[N:14]=[CH:15][C:16]([C:31]3[CH:32]=[CH:33][C:28]([NH:27][C:24](=[O:26])[CH3:25])=[CH:29][CH:30]=3)=[CH:17][C:9]1=2. (4) Given the reactants C([O:3][CH:4](OCC)[CH2:5][N:6]1[C:15]2[C:10](=[CH:11][CH:12]=[C:13]([C:16]#[N:17])[CH:14]=2)[CH:9]=[CH:8][C:7]1=[O:18])C.Cl, predict the reaction product. The product is: [O:18]=[C:7]1[CH:8]=[CH:9][C:10]2[C:15](=[CH:14][C:13]([C:16]#[N:17])=[CH:12][CH:11]=2)[N:6]1[CH2:5][CH:4]=[O:3]. (5) Given the reactants [CH2:1]([O:3][C:4]([CH:6]1[CH:8]2[CH2:9][C:10]3[CH:11]=[C:12]([N:16](CC4C=CC(OC)=CC=4)CC4C=CC(OC)=CC=4)[N:13]=[CH:14][C:15]=3[CH:7]12)=[O:5])[CH3:2].C(O)(C(F)(F)F)=O, predict the reaction product. The product is: [CH2:1]([O:3][C:4]([CH:6]1[CH:8]2[CH2:9][C:10]3[CH:11]=[C:12]([NH2:16])[N:13]=[CH:14][C:15]=3[CH:7]12)=[O:5])[CH3:2]. (6) Given the reactants N[C:2]1[CH:7]=[C:6]([CH3:8])[CH:5]=[CH:4][N:3]=1.[BH3-][C:10]#[N:11].[Na+].C=O.[C:15](O)(=O)C, predict the reaction product. The product is: [CH3:15][N:11]([CH3:10])[C:2]1[CH:7]=[C:6]([CH3:8])[CH:5]=[CH:4][N:3]=1.